From a dataset of NCI-60 drug combinations with 297,098 pairs across 59 cell lines. Regression. Given two drug SMILES strings and cell line genomic features, predict the synergy score measuring deviation from expected non-interaction effect. (1) Drug 1: C1=CC(=C2C(=C1NCCNCCO)C(=O)C3=C(C=CC(=C3C2=O)O)O)NCCNCCO. Drug 2: CN(CC1=CN=C2C(=N1)C(=NC(=N2)N)N)C3=CC=C(C=C3)C(=O)NC(CCC(=O)O)C(=O)O. Cell line: HOP-92. Synergy scores: CSS=50.4, Synergy_ZIP=-2.95, Synergy_Bliss=-3.71, Synergy_Loewe=-11.5, Synergy_HSA=-0.864. (2) Drug 1: CC1=C(C=C(C=C1)NC(=O)C2=CC=C(C=C2)CN3CCN(CC3)C)NC4=NC=CC(=N4)C5=CN=CC=C5. Drug 2: COC1=NC(=NC2=C1N=CN2C3C(C(C(O3)CO)O)O)N. Cell line: COLO 205. Synergy scores: CSS=-1.94, Synergy_ZIP=2.41, Synergy_Bliss=2.35, Synergy_Loewe=-5.71, Synergy_HSA=-4.87. (3) Drug 1: C1=NC2=C(N=C(N=C2N1C3C(C(C(O3)CO)O)O)F)N. Drug 2: CCCCCOC(=O)NC1=NC(=O)N(C=C1F)C2C(C(C(O2)C)O)O. Cell line: PC-3. Synergy scores: CSS=3.07, Synergy_ZIP=-1.47, Synergy_Bliss=3.38, Synergy_Loewe=-3.65, Synergy_HSA=-0.264. (4) Cell line: MDA-MB-231. Synergy scores: CSS=3.51, Synergy_ZIP=-9.47, Synergy_Bliss=-17.8, Synergy_Loewe=-23.8, Synergy_HSA=-16.4. Drug 2: CCC1(C2=C(COC1=O)C(=O)N3CC4=CC5=C(C=CC(=C5CN(C)C)O)N=C4C3=C2)O.Cl. Drug 1: CC(C)NC(=O)C1=CC=C(C=C1)CNNC.Cl. (5) Drug 1: CC12CCC(CC1=CCC3C2CCC4(C3CC=C4C5=CN=CC=C5)C)O. Drug 2: C1C(C(OC1N2C=NC(=NC2=O)N)CO)O. Cell line: COLO 205. Synergy scores: CSS=13.7, Synergy_ZIP=-1.37, Synergy_Bliss=-2.19, Synergy_Loewe=-16.3, Synergy_HSA=-5.83. (6) Drug 1: C1C(C(OC1N2C=C(C(=O)NC2=O)F)CO)O. Drug 2: CN(C(=O)NC(C=O)C(C(C(CO)O)O)O)N=O. Cell line: DU-145. Synergy scores: CSS=7.08, Synergy_ZIP=-4.69, Synergy_Bliss=-0.305, Synergy_Loewe=-18.0, Synergy_HSA=-2.05. (7) Drug 1: CCC1=CC2CC(C3=C(CN(C2)C1)C4=CC=CC=C4N3)(C5=C(C=C6C(=C5)C78CCN9C7C(C=CC9)(C(C(C8N6C)(C(=O)OC)O)OC(=O)C)CC)OC)C(=O)OC.C(C(C(=O)O)O)(C(=O)O)O. Drug 2: CC1C(C(CC(O1)OC2CC(CC3=C2C(=C4C(=C3O)C(=O)C5=C(C4=O)C(=CC=C5)OC)O)(C(=O)CO)O)N)O.Cl. Cell line: SR. Synergy scores: CSS=43.0, Synergy_ZIP=-11.4, Synergy_Bliss=-19.7, Synergy_Loewe=-20.9, Synergy_HSA=-18.2. (8) Drug 1: C1CN1P(=S)(N2CC2)N3CC3. Drug 2: CC(C)(C#N)C1=CC(=CC(=C1)CN2C=NC=N2)C(C)(C)C#N. Cell line: HOP-92. Synergy scores: CSS=5.94, Synergy_ZIP=-5.61, Synergy_Bliss=-1.25, Synergy_Loewe=-0.830, Synergy_HSA=-0.467. (9) Drug 2: C1C(C(OC1N2C=NC3=C(N=C(N=C32)Cl)N)CO)O. Drug 1: C1CN1P(=S)(N2CC2)N3CC3. Cell line: OVCAR-5. Synergy scores: CSS=34.3, Synergy_ZIP=-8.20, Synergy_Bliss=-3.63, Synergy_Loewe=0.0763, Synergy_HSA=2.55.